Dataset: Full USPTO retrosynthesis dataset with 1.9M reactions from patents (1976-2016). Task: Predict the reactants needed to synthesize the given product. (1) The reactants are: C(=O)([O-])[O-].[K+].[K+].[N+:7]([C:10]1[CH:15]=[CH:14][C:13]([OH:16])=[CH:12][CH:11]=1)([O-:9])=[O:8].[CH2:17]([CH:19]1[O:21][CH2:20]1)Br. Given the product [N+:7]([C:10]1[CH:15]=[CH:14][C:13]([O:16][CH2:17][CH:19]2[CH2:20][O:21]2)=[CH:12][CH:11]=1)([O-:9])=[O:8], predict the reactants needed to synthesize it. (2) Given the product [CH3:14][C:11]1[CH:12]=[CH:13][C:8]([NH2:7])=[CH:9][C:10]=1[NH:15][C:16]1[C:21]([C:22]2[CH:27]=[CH:26][N:25]=[CH:24][N:23]=2)=[CH:20][CH:19]=[CH:18][N:17]=1, predict the reactants needed to synthesize it. The reactants are: C(OC(=O)[NH:7][C:8]1[CH:13]=[CH:12][C:11]([CH3:14])=[C:10]([NH:15][C:16]2[C:21]([C:22]3[CH:27]=[CH:26][N:25]=[CH:24][N:23]=3)=[CH:20][CH:19]=[CH:18][N:17]=2)[CH:9]=1)(C)(C)C.C(Cl)Cl.C(O)(C(F)(F)F)=O. (3) Given the product [C:1]([C:5]1[CH:6]=[CH:7][C:8]([C:11]2[O:15][C:14]([C:16]3[CH:17]=[C:18]([C:22]4[O:26][C:25]([C:27]5[CH:28]=[CH:29][C:30]([C:31]([OH:33])=[O:32])=[CH:35][CH:36]=5)=[N:24][N:23]=4)[CH:19]=[CH:20][CH:21]=3)=[N:13][N:12]=2)=[CH:9][CH:10]=1)([CH3:4])([CH3:2])[CH3:3], predict the reactants needed to synthesize it. The reactants are: [C:1]([C:5]1[CH:10]=[CH:9][C:8]([C:11]2[O:15][C:14]([C:16]3[CH:17]=[C:18]([C:22]4[O:26][C:25]([C:27]5[CH:36]=[CH:35][C:30]([C:31]([O:33]C)=[O:32])=[CH:29][CH:28]=5)=[N:24][N:23]=4)[CH:19]=[CH:20][CH:21]=3)=[N:13][N:12]=2)=[CH:7][CH:6]=1)([CH3:4])([CH3:3])[CH3:2].C1COCC1.[OH-].[Na+].Cl. (4) Given the product [CH3:27][N:13]([C@H:10]1[CH2:11][CH2:12][C@H:7]([C:6]#[C:5][CH2:4][CH2:3][CH2:2][N:29]([CH3:28])[CH2:30][CH2:31][CH3:32])[CH2:8][CH2:9]1)[S:14]([C:17]1[CH:22]=[CH:21][C:20]([C:23]([F:26])([F:25])[F:24])=[CH:19][CH:18]=1)(=[O:16])=[O:15], predict the reactants needed to synthesize it. The reactants are: I[CH2:2][CH2:3][CH2:4][C:5]#[C:6][C@H:7]1[CH2:12][CH2:11][C@H:10]([N:13]([CH3:27])[S:14]([C:17]2[CH:22]=[CH:21][C:20]([C:23]([F:26])([F:25])[F:24])=[CH:19][CH:18]=2)(=[O:16])=[O:15])[CH2:9][CH2:8]1.[CH3:28][NH:29][CH2:30][CH2:31][CH3:32]. (5) Given the product [Br:1][C:2]1[N:3]=[CH:4][C:5]([CH2:6][OH:7])=[C:10]([I:12])[CH:11]=1, predict the reactants needed to synthesize it. The reactants are: [Br:1][C:2]1[CH:11]=[C:10]([I:12])[C:5]([C:6](OC)=[O:7])=[CH:4][N:3]=1.[H-].C([Al+]CC(C)C)C(C)C. (6) Given the product [NH2:20][CH:23]1[C:29](=[O:30])[NH:28][C:27]2[CH:31]=[C:32]([O:35][CH2:36][C:37]3[CH:42]=[CH:41][CH:40]=[CH:39][CH:38]=3)[CH:33]=[CH:34][C:26]=2[CH2:25][CH2:24]1, predict the reactants needed to synthesize it. The reactants are: C1(P(C2C=CC=CC=2)C2C=CC=CC=2)C=CC=CC=1.[N:20]([CH:23]1[C:29](=[O:30])[NH:28][C:27]2[CH:31]=[C:32]([O:35][CH2:36][C:37]3[CH:42]=[CH:41][CH:40]=[CH:39][CH:38]=3)[CH:33]=[CH:34][C:26]=2[CH2:25][CH2:24]1)=[N+]=[N-].